This data is from Catalyst prediction with 721,799 reactions and 888 catalyst types from USPTO. The task is: Predict which catalyst facilitates the given reaction. (1) Product: [NH:36]1[C:35]2[CH:58]=[CH:59][C:32]([C:30]3[CH:29]=[CH:28][C:27]([F:60])=[C:26]([CH:31]=3)[CH2:25][N:15]([CH:16]3[CH2:21][CH2:20][N:19]([CH:22]([CH3:23])[CH3:24])[CH2:18][CH2:17]3)[C:13](=[O:14])[C:12]3[CH:11]=[CH:10][C:9]([F:8])=[CH:62][CH:61]=3)=[CH:33][C:34]=2[N:38]=[N:37]1. The catalyst class is: 4. Reactant: FC(F)(F)C(O)=O.[F:8][C:9]1[CH:62]=[CH:61][C:12]([C:13]([N:15]([CH2:25][C:26]2[CH:31]=[C:30]([C:32]3[CH:59]=[CH:58][C:35]4[N:36](C(C5C=CC=CC=5)(C5C=CC=CC=5)C5C=CC=CC=5)[N:37]=[N:38][C:34]=4[CH:33]=3)[CH:29]=[CH:28][C:27]=2[F:60])[CH:16]2[CH2:21][CH2:20][N:19]([CH:22]([CH3:24])[CH3:23])[CH2:18][CH2:17]2)=[O:14])=[CH:11][CH:10]=1.C(=O)([O-])[O-].[Na+].[Na+]. (2) Reactant: [CH3:1][C:2]1[O:3][C:4]2[CH:5]=[CH:6][C:7]3[CH2:13][CH2:12][N:11](C(OC(C)(C)C)=O)[CH2:10][CH2:9][C:8]=3[C:21]=2[N:22]=1.FC(F)(F)C(O)=O. Product: [CH3:1][C:2]1[O:3][C:4]2[CH:5]=[CH:6][C:7]3[CH2:13][CH2:12][NH:11][CH2:10][CH2:9][C:8]=3[C:21]=2[N:22]=1. The catalyst class is: 2. (3) Reactant: [CH3:1][O:2][C:3]1[CH:4]=[C:5]2[C:10](=[CH:11][C:12]=1[O:13][CH3:14])[N:9]=[CH:8][CH:7]=[C:6]2[O:15][C:16]1[C:22]([CH3:23])=[CH:21][C:19]([NH2:20])=[C:18]([CH3:24])[CH:17]=1.C1(C)C=CC=CC=1.C(N(CC)CC)C.Cl[C:40](Cl)([O:42]C(=O)OC(Cl)(Cl)Cl)Cl.[F:51][C:52]1[CH:60]=[CH:59][C:55]([CH:56]([OH:58])[CH3:57])=[CH:54][CH:53]=1. Product: [CH3:1][O:2][C:3]1[CH:4]=[C:5]2[C:10](=[CH:11][C:12]=1[O:13][CH3:14])[N:9]=[CH:8][CH:7]=[C:6]2[O:15][C:16]1[C:22]([CH3:23])=[CH:21][C:19]([NH:20][C:40](=[O:42])[O:58][CH:56]([C:55]2[CH:59]=[CH:60][C:52]([F:51])=[CH:53][CH:54]=2)[CH3:57])=[C:18]([CH3:24])[CH:17]=1. The catalyst class is: 2.